This data is from Catalyst prediction with 721,799 reactions and 888 catalyst types from USPTO. The task is: Predict which catalyst facilitates the given reaction. (1) Reactant: [CH3:1][O:2][C:3]([C:5]1[CH:6]=[C:7]2[C:11](=[CH:12][CH:13]=1)[NH:10][N:9]=[C:8]2[I:14])=[O:4].[O:15]1[CH:20]=[CH:19][CH2:18][CH2:17][CH2:16]1.CC1C=CC(S(O)(=O)=O)=CC=1. Product: [CH3:1][O:2][C:3]([C:5]1[CH:6]=[C:7]2[C:11](=[CH:12][CH:13]=1)[N:10]([CH:16]1[CH2:17][CH2:18][CH2:19][CH2:20][O:15]1)[N:9]=[C:8]2[I:14])=[O:4]. The catalyst class is: 2. (2) Reactant: Br[C:2]1[N:10]2[C:5]([C:6]([NH:11][C:12](=[O:17])[C:13]([CH3:16])([CH3:15])[CH3:14])=[N:7][CH:8]=[N:9]2)=[CH:4][CH:3]=1.C([Li])CCC.[Si:23]([O:30][CH2:31][C@H:32]1[N:36]=[CH:35][C@@H:34]2[O:37][C:38]([CH3:41])([CH3:40])[O:39][C@H:33]12)([C:26]([CH3:29])([CH3:28])[CH3:27])([CH3:25])[CH3:24]. Product: [Si:23]([O:30][CH2:31][C@@H:32]1[C@H:33]2[O:39][C:38]([CH3:41])([CH3:40])[O:37][C@H:34]2[C@H:35]([C:2]2[N:10]3[C:5]([C:6]([NH:11][C:12](=[O:17])[C:13]([CH3:16])([CH3:15])[CH3:14])=[N:7][CH:8]=[N:9]3)=[CH:4][CH:3]=2)[NH:36]1)([C:26]([CH3:29])([CH3:27])[CH3:28])([CH3:24])[CH3:25]. The catalyst class is: 182. (3) Reactant: [Cl:1][C:2]1[C:3]([C:26]#[N:27])=[C:4]([C:8]([NH:10][C@@H:11]2[CH2:16][CH2:15][N:14](C(OCC)=O)[CH2:13][C@@H:12]2[O:22][CH2:23][CH2:24][CH3:25])=[O:9])[NH:5][C:6]=1[CH3:7].[OH-].[K+].O.NN.O. Product: [Cl:1][C:2]1[C:3]([C:26]#[N:27])=[C:4]([C:8]([NH:10][C@@H:11]2[CH2:16][CH2:15][NH:14][CH2:13][C@@H:12]2[O:22][CH2:23][CH2:24][CH3:25])=[O:9])[NH:5][C:6]=1[CH3:7]. The catalyst class is: 196.